Dataset: Experimentally validated miRNA-target interactions with 360,000+ pairs, plus equal number of negative samples. Task: Binary Classification. Given a miRNA mature sequence and a target amino acid sequence, predict their likelihood of interaction. (1) The miRNA is hsa-miR-4999-5p with sequence UGCUGUAUUGUCAGGUAGUGA. The protein sequence of the target gene is MLLLLLLAPLFLRPPGAGGAQTPNATSEGCQIIHPPWEGGIRYRGLTRDQVKAINFLPVDYEIEYVCRGEREVVGPKVRKCLANGSWTDMDTPSRCVRICSKSYLTLENGKVFLTGGDLPALDGARVDFRCDPDFHLVGSSRSICSQGQWSTPKPHCQVNRTPHSERRAVYIGALFPMSGGWPGGQACQPAVEMALEDVNSRRDILPDYELKLIHHDSKCDPGQATKYLYELLYNDPIKIILMPGCSSVSTLVAEAARMWNLIVLSYGSSSPALSNRQRFPTFFRTHPSATLHNPTRVKL.... Result: 0 (no interaction). (2) The miRNA is hsa-miR-4757-3p with sequence CAUGACGUCACAGAGGCUUCGC. The protein sequence of the target gene is MEEGSSSPVSPVDSLGTSEEELERQPKRFGRKRRYSKKSSEDGSPTPGKRGKKGSPSAQSFEELQSQRILANVRERQRTQSLNEAFAALRKIIPTLPSDKLSKIQTLKLAARYIDFLYQVLQSDEMDNKMTSCSYVAHERLSYAYSVWRMEGAWSMSASH. Result: 0 (no interaction). (3) The miRNA is hsa-miR-6788-5p with sequence CUGGGAGAAGAGUGGUGAAGA. The protein sequence of the target gene is MMSDASDMLAAALEQMDGIIAGSKALEYSNGIFDCQSPTSPFMGSLRALHLVEDLRGLLEMMETDEKEGLRCQIPDSTAETLVEWLQSQMTNGHLPGNGDVYQERLARLENDKESLVLQVSVLTDQVEAQGEKIRDLEFCLEEHREKVNATEEMLQQELLSRTSLETQKLDLMAEISNLKLKLTAVEKDRLDYEDKFRDTEGLIQEINDLRLKVSEMDSERLQYEKKLKSTKSLMAKLSSMKIKVGQMQYEKQRMEQKWESLKDELASLKEQLEEKESEVKRLQEKLVCKMKGEGVEIVD.... Result: 1 (interaction). (4) The miRNA is mmu-miR-5135 with sequence AGGUCUAGGUGGCAAGGGCGUCCU. The protein sequence of the target gene is MLSSWQGGPRPRQLLLWLLILAAWETGSGQLHYSVPEEAKHGTFVGRIAQDLGLELAELVPRLFRVASKRHGDLLEVNLQNGILFVNSRIDREELCGRSAECSIHLEVIVDRPLQVFHVEVKVRDINDNPPIFPESKKRIIIAESRPPETRFPLDGASDADIGVNSALTYRLDPNDYFTLDAQNSLEQMSSLSLVLRKTLDREEIQEHSLLLTASDGGKPELTGTVQLLITILDVNDNAPEFYQSVYKVTVLENAFNGTLVIKLNATDPDDGTNGDIVYSFRRPVWPAVVYAFTINPNNG.... Result: 0 (no interaction). (5) The miRNA is hsa-miR-6816-5p with sequence UGGGGCGGGGCAGGUCCCUGC. The protein sequence of the target gene is MAQTLQMEIPNFGNSILECLNEQRLQGLYCDVSVVVKGHAFKAHRAVLAASSSYFRDLFNNSRSAVVELPAAVQPQSFQQILSFCYTGRLSMNVGDQFLLMYTAGFLQIQEIMEKGTEFFLKVSSPSCDSQGLHAEEAPSSEPQSPVAQTSGWPACSTPLPLVSRVKTEQQESDSVQCMPVAKRLWDSGQKEAGGGGNGSRKMAKFSTPDLAANRPHQPPPPQQAPVVAAAQPAVAAGAGQPAGGVAAAGGVVSGPSTSERTSPGTSSAYTSDSPGSYHNEEDEEEDGGEEGMDEQYRQI.... Result: 1 (interaction).